This data is from Forward reaction prediction with 1.9M reactions from USPTO patents (1976-2016). The task is: Predict the product of the given reaction. (1) Given the reactants C(O[C:9]([N:11]1[CH2:14][CH:13]([C:15]([OH:17])=O)[CH2:12]1)=O)C1C=CC=CC=1.[NH2:18][C:19]1[CH:24]=[CH:23][C:22]([CH:25]2[CH2:30][CH2:29][N:28]([C:31]([O:33]C(C)(C)C)=O)[CH2:27][CH2:26]2)=[CH:21][CH:20]=1.NC1C=CC(O[CH:44]2[CH2:49][CH2:48][N:47](C(OC(C)(C)C)=O)[CH2:46][CH2:45]2)=CC=1.[CH:59]1([C:64]2C=CC=CC=2C(O)=O)[CH2:63][CH2:62][CH2:61][CH2:60]1.O1CCC(CC(O)=O)CC1, predict the reaction product. The product is: [CH:59]1([CH2:64][C:31]([N:28]2[CH2:27][CH2:26][CH:25]([C:22]3[CH:21]=[CH:20][C:19]([NH:18][C:15]([C@H:13]4[CH2:12][CH2:9][N:11]([C:49]5[CH:48]=[N:47][CH:46]=[CH:45][CH:44]=5)[CH2:14]4)=[O:17])=[CH:24][CH:23]=3)[CH2:30][CH2:29]2)=[O:33])[CH2:63][CH2:62][CH2:61][CH2:60]1. (2) The product is: [C:1]([NH:9][C:10]1[S:11][C@H:12]([CH3:31])[C@@H:13]2[CH2:19][C@H:18]([C:51]([NH:53][CH2:54][CH:55]([O:58][CH3:59])[O:56][CH3:57])=[O:52])[O:17][CH2:16][C@:14]2([C:23]2[CH:28]=[CH:27][C:26]([F:29])=[CH:25][C:24]=2[F:30])[N:15]=1)(=[O:8])[C:2]1[CH:7]=[CH:6][CH:5]=[CH:4][CH:3]=1. Given the reactants [C:1]([NH:9][C:10]1[S:11][C@H:12]([CH3:31])[C@@H:13]2[CH2:19][C@H:18](C(O)=O)[O:17][CH2:16][C@:14]2([C:23]2[CH:28]=[CH:27][C:26]([F:29])=[CH:25][C:24]=2[F:30])[N:15]=1)(=[O:8])[C:2]1[CH:7]=[CH:6][CH:5]=[CH:4][CH:3]=1.C(NC1SC[C@@H]2C[C@H]([C:51]([NH:53][CH2:54][CH:55]([O:58][CH3:59])[O:56][CH3:57])=[O:52])OC[C@]2(C2C=CC(F)=CC=2F)N=1)(=O)C1C=CC=CC=1, predict the reaction product. (3) Given the reactants [CH3:1][O:2][C:3](=[O:20])[CH2:4][CH2:5][CH2:6][N:7]1[CH2:12][CH2:11][N:10]([C:13]2[CH:18]=[CH:17][C:16]([NH2:19])=[CH:15][CH:14]=2)[CH2:9][CH2:8]1.I[C:22]1[CH:27]=[CH:26][CH:25]=[CH:24][CH:23]=1.P(C(C)(C)C)(C(C)(C)C)C(C)(C)C.O(C(C)(C)C)[Na], predict the reaction product. The product is: [CH3:1][O:2][C:3](=[O:20])[CH2:4][CH2:5][CH2:6][N:7]1[CH2:12][CH2:11][N:10]([C:13]2[CH:14]=[CH:15][C:16]([NH:19][C:22]3[CH:27]=[CH:26][CH:25]=[CH:24][CH:23]=3)=[CH:17][CH:18]=2)[CH2:9][CH2:8]1. (4) The product is: [Cl:6][C:7]1[C:8]([F:37])=[C:9]([NH:13][C:14]2[C:23]3[C:18](=[CH:19][C:20]([O:35][CH3:36])=[C:21]([O:24][CH:25]4[CH2:34][CH2:33][C:28](=[O:29])[CH2:27][CH2:26]4)[CH:22]=3)[N:17]=[CH:16][N:15]=2)[CH:10]=[CH:11][CH:12]=1. Given the reactants S(=O)(=O)(O)O.[Cl:6][C:7]1[C:8]([F:37])=[C:9]([NH:13][C:14]2[C:23]3[C:18](=[CH:19][C:20]([O:35][CH3:36])=[C:21]([O:24][CH:25]4[CH2:34][CH2:33][C:28]5(OCC[O:29]5)[CH2:27][CH2:26]4)[CH:22]=3)[N:17]=[CH:16][N:15]=2)[CH:10]=[CH:11][CH:12]=1.[OH-].[Na+], predict the reaction product. (5) Given the reactants [C:1]([O:5][C:6]([C:8]1[CH:9]=[C:10]([C:22]#[C:23][C:24]2[CH:29]=[CH:28][C:27]([CH2:30][C:31]([O:33]C)=[O:32])=[CH:26][CH:25]=2)[CH:11]=[C:12]2[C:17]=1[O:16][C:15]([CH3:19])([CH3:18])[CH2:14][C:13]2([CH3:21])[CH3:20])=[O:7])([CH3:4])([CH3:3])[CH3:2].[OH-].[Li+].Cl, predict the reaction product. The product is: [C:1]([O:5][C:6]([C:8]1[CH:9]=[C:10]([C:22]#[C:23][C:24]2[CH:25]=[CH:26][C:27]([CH2:30][C:31]([OH:33])=[O:32])=[CH:28][CH:29]=2)[CH:11]=[C:12]2[C:17]=1[O:16][C:15]([CH3:18])([CH3:19])[CH2:14][C:13]2([CH3:21])[CH3:20])=[O:7])([CH3:2])([CH3:3])[CH3:4].